From a dataset of Catalyst prediction with 721,799 reactions and 888 catalyst types from USPTO. Predict which catalyst facilitates the given reaction. (1) Reactant: Cl.C(OC(=O)[NH:8][CH:9]1[CH2:14][CH2:13][N:12]([C:15]([C:17]2[N:18]=[C:19]3[C:24]([C:25]([F:28])([F:27])[F:26])=[CH:23][C:22]([C:29]4[CH:33]=[CH:32][O:31][CH:30]=4)=[CH:21][N:20]3[C:34]=2[Cl:35])=[O:16])[CH2:11][CH2:10]1)(C)(C)C.[OH-].[Na+].O. Product: [NH2:8][CH:9]1[CH2:14][CH2:13][N:12]([C:15]([C:17]2[N:18]=[C:19]3[C:24]([C:25]([F:27])([F:28])[F:26])=[CH:23][C:22]([C:29]4[CH:33]=[CH:32][O:31][CH:30]=4)=[CH:21][N:20]3[C:34]=2[Cl:35])=[O:16])[CH2:11][CH2:10]1. The catalyst class is: 12. (2) Reactant: C(Cl)CCl.[NH2:5][C:6]1[N:11]=[CH:10][C:9](/[CH:12]=[CH:13]/[C:14]([OH:16])=O)=[CH:8][CH:7]=1.Cl.[CH3:18][C:19]1[C:27]2[C:22](=[CH:23][CH:24]=[CH:25][CH:26]=2)[CH2:21][C:20]=1[CH2:28][NH:29][CH3:30].C1C=CC2N(O)N=NC=2C=1.O.C(N(CC)CC)C. Product: [NH2:5][C:6]1[N:11]=[CH:10][C:9](/[CH:12]=[CH:13]/[C:14]([N:29]([CH3:30])[CH2:28][C:20]2[C:19]([CH3:18])=[C:27]3[C:22](=[CH:23][CH:24]=[CH:25][CH2:26]3)[CH:21]=2)=[O:16])=[CH:8][CH:7]=1. The catalyst class is: 3. (3) Reactant: [C:1]1([C:7]2[C:12]([C:13]3[CH:18]=[CH:17][N:16]=[CH:15][CH:14]=3)=[C:11]([C:19]3[CH:24]=[CH:23][CH:22]=[CH:21][CH:20]=3)[N:10]=[C:9]3[NH:25][N:26]=[CH:27][C:8]=23)[CH:6]=[CH:5][CH:4]=[CH:3][CH:2]=1.[OH-].[K+].I[CH3:31].O. Product: [CH3:31][N:26]1[CH:27]=[C:8]2[C:9]([N:10]=[C:11]([C:19]3[CH:24]=[CH:23][CH:22]=[CH:21][CH:20]=3)[C:12]([C:13]3[CH:18]=[CH:17][N:16]=[CH:15][CH:14]=3)=[C:7]2[C:1]2[CH:6]=[CH:5][CH:4]=[CH:3][CH:2]=2)=[N:25]1. The catalyst class is: 21. (4) Reactant: [NH2:1][C:2]1[NH:6][N:5]=[C:4]([NH:7][C:8]2[CH:13]=[C:12]([C:14]([F:17])([F:16])[F:15])[C:11]([C:18]3[CH:23]=[CH:22][C:21]([O:24][CH2:25][CH2:26][NH:27]C(=O)OC(C)(C)C)=[CH:20][CH:19]=3)=[C:10]([Cl:35])[CH:9]=2)[N:3]=1.Cl. Product: [ClH:35].[NH2:27][CH2:26][CH2:25][O:24][C:21]1[CH:22]=[CH:23][C:18]([C:11]2[C:10]([Cl:35])=[CH:9][C:8]([NH:7][C:4]3[N:3]=[C:2]([NH2:1])[NH:6][N:5]=3)=[CH:13][C:12]=2[C:14]([F:15])([F:16])[F:17])=[CH:19][CH:20]=1. The catalyst class is: 5. (5) Reactant: [CH2:1]([N:3]1[C:11]2[C:6](=[N:7][CH:8]=[CH:9][CH:10]=2)[C:5]([C:12]2[CH:17]=[CH:16][C:15]([O:18][C:19]3[N:27](COCC[Si](C)(C)C)[C:22]4=[N:23][CH:24]=[CH:25][CH:26]=[C:21]4[N:20]=3)=[CH:14][CH:13]=2)=[N:4]1)[CH3:2].CCCC[N+](CCCC)(CCCC)CCCC.[F-].O. Product: [CH2:1]([N:3]1[C:11]2[C:6](=[N:7][CH:8]=[CH:9][CH:10]=2)[C:5]([C:12]2[CH:17]=[CH:16][C:15]([O:18][C:19]3[NH:27][C:22]4=[N:23][CH:24]=[CH:25][CH:26]=[C:21]4[N:20]=3)=[CH:14][CH:13]=2)=[N:4]1)[CH3:2]. The catalyst class is: 1. (6) Reactant: Cl.[Cl:2][C:3]1[CH:4]=[C:5]([NH:10][C:11]2[C:20]3[C:15](=[CH:16][C:17]([O:34]C(=O)C)=[C:18]([O:21][CH:22]4[CH2:27][CH2:26][N:25]([C:28](=[O:33])[C:29]([F:32])([F:31])[F:30])[CH2:24][CH2:23]4)[CH:19]=3)[N:14]=[CH:13][N:12]=2)[CH:6]=[CH:7][C:8]=1[F:9].C(=O)([O-])O.[Na+]. Product: [Cl:2][C:3]1[CH:4]=[C:5]([NH:10][C:11]2[C:20]3[C:15](=[CH:16][C:17]([OH:34])=[C:18]([O:21][CH:22]4[CH2:27][CH2:26][N:25]([C:28](=[O:33])[C:29]([F:30])([F:31])[F:32])[CH2:24][CH2:23]4)[CH:19]=3)[N:14]=[CH:13][N:12]=2)[CH:6]=[CH:7][C:8]=1[F:9]. The catalyst class is: 5.